This data is from Reaction yield outcomes from USPTO patents with 853,638 reactions. The task is: Predict the reaction yield, written as a fraction of the theoretical maximum amount of product (1.0 means a 100% yield; for example, 0.34 means a 34% yield). (1) The reactants are [CH2:1]([C:3]1[N:8]([CH2:9][C:10](=[O:17])[C:11]2[CH:16]=[CH:15][CH:14]=[CH:13][CH:12]=2)[C:7](=[O:18])[C:6]2[C:19]([O:28][CH2:29][C:30]([F:35])([F:34])[CH:31]([F:33])[F:32])=[C:20]([C:23]([O:25][CH2:26][CH3:27])=[O:24])[N:21]([CH3:22])[C:5]=2[CH:4]=1)[CH3:2].FC(F)(F)S(OCC(F)(F)C(F)F)(=O)=O.C(=O)([O-])[O-].[Cs+].[Cs+]. The catalyst is CN(C=O)C. The product is [CH2:1]([C:3]1[N:8]([CH2:9][C:10](=[O:17])[C:11]2[CH:12]=[CH:13][CH:14]=[CH:15][CH:16]=2)[C:7](=[O:18])[C:6]2[C:19]([O:28][CH2:29][C:30]([F:34])([F:35])[CH:31]([F:32])[F:33])=[C:20]([C:23]([OH:25])=[O:24])[N:21]([CH3:22])[C:5]=2[CH:4]=1)[CH3:2].[CH2:1]([C:3]1[N:8]([CH2:9][C:10](=[O:17])[C:11]2[CH:12]=[CH:13][CH:14]=[CH:15][CH:16]=2)[C:7](=[O:18])[C:6]2[C:19]([O:28][CH2:29][C:30]([F:34])([F:35])[CH:31]([F:33])[F:32])=[C:20]([C:23]([O:25][CH2:26][CH3:27])=[O:24])[N:21]([CH3:22])[C:5]=2[CH:4]=1)[CH3:2]. The yield is 0.950. (2) The reactants are [H-].[Na+].[C:3]1([CH:9]([CH3:13])[CH:10]([OH:12])[CH3:11])[CH:8]=[CH:7][CH:6]=[CH:5][CH:4]=1.I[CH3:15]. The catalyst is CN(C=O)C. The product is [CH3:15][O:12][CH:10]([CH3:11])[CH:9]([C:3]1[CH:8]=[CH:7][CH:6]=[CH:5][CH:4]=1)[CH3:13]. The yield is 0.610. (3) The reactants are Cl[C:2]1[N:7]=[CH:6][N:5]=[C:4]([NH2:8])[C:3]=1[C:9]1[O:10][C:11]([CH3:14])=[N:12][N:13]=1.[NH2:15][C@H:16]([C:19]1[N:28]([CH:29]2[CH2:31][CH2:30]2)[C:27](=[O:32])[C:26]2[C:21](=[CH:22][CH:23]=[CH:24][C:25]=2[Cl:33])[N:20]=1)[CH2:17][CH3:18].CCN(C(C)C)C(C)C. The catalyst is CCCCO. The product is [NH2:8][C:4]1[N:5]=[CH:6][N:7]=[C:2]([NH:15][C@H:16]([C:19]2[N:28]([CH:29]3[CH2:30][CH2:31]3)[C:27](=[O:32])[C:26]3[C:21](=[CH:22][CH:23]=[CH:24][C:25]=3[Cl:33])[N:20]=2)[CH2:17][CH3:18])[C:3]=1[C:9]1[O:10][C:11]([CH3:14])=[N:12][N:13]=1. The yield is 0.449. (4) The reactants are [Br:1][C:2]1[CH:3]=[N:4][N:5]([CH3:16])[C:6]=1[C:7]1[CH:8]=[C:9]([C:13]([OH:15])=O)[S:10][C:11]=1[Cl:12].[NH2:17][C@@H:18]([CH2:31][C:32]1[CH:37]=[CH:36][CH:35]=[C:34]([F:38])[CH:33]=1)[CH2:19][N:20]1[C:28](=[O:29])[C:27]2[C:22](=[CH:23][CH:24]=[CH:25][CH:26]=2)[C:21]1=[O:30].CC(OC(N[C@H](C(O)=O)CC1C=CC=CC=1C(F)(F)F)=O)(C)C.C1CN([P+](Br)(N2CCCC2)N2CCCC2)CC1.F[P-](F)(F)(F)(F)F.CCN(C(C)C)C(C)C. The catalyst is C(Cl)(Cl)Cl. The product is [Br:1][C:2]1[CH:3]=[N:4][N:5]([CH3:16])[C:6]=1[C:7]1[CH:8]=[C:9]([C:13]([NH:17][C@@H:18]([CH2:31][C:32]2[CH:37]=[CH:36][CH:35]=[C:34]([F:38])[CH:33]=2)[CH2:19][N:20]2[C:28](=[O:29])[C:27]3[C:22](=[CH:23][CH:24]=[CH:25][CH:26]=3)[C:21]2=[O:30])=[O:15])[S:10][C:11]=1[Cl:12]. The yield is 0.450. (5) The reactants are [Cl:1][C:2]1[N:7]=[C:6]([Cl:8])[C:5]([CH:9]([CH3:11])[CH3:10])=[C:4]([O:12][C:13]2[CH:18]=[C:17]([CH3:19])[CH:16]=[C:15]([CH3:20])[CH:14]=2)[N:3]=1.C1C(=O)N([Br:28])C(=O)C1.C(OOC(=O)C1C=CC=CC=1)(=O)C1C=CC=CC=1. The catalyst is C(Cl)(Cl)(Cl)Cl.[W]. The product is [Br:28][CH2:19][C:17]1[CH:18]=[C:13]([CH:14]=[C:15]([CH3:20])[CH:16]=1)[O:12][C:4]1[C:5]([CH:9]([CH3:10])[CH3:11])=[C:6]([Cl:8])[N:7]=[C:2]([Cl:1])[N:3]=1. The yield is 0.620. (6) The reactants are Cl.[NH2:2][CH2:3][CH2:4][C:5]([O:7][CH2:8][CH3:9])=[O:6].[F:10][C:11]([F:38])([F:37])[C:12]1[CH:13]=[N:14][N:15]([C:17]2[CH:22]=[CH:21][C:20]([NH:23][CH:24]([C:28]3[CH:36]=[CH:35][C:31]([C:32](O)=[O:33])=[CH:30][CH:29]=3)[CH2:25][CH2:26][CH3:27])=[CH:19][CH:18]=2)[CH:16]=1.O.ON1C2C=CC=CC=2N=N1.C(N(CC)C(C)C)(C)C.C(N=C=NCCCN(C)C)C. The catalyst is O1CCCC1. The product is [F:37][C:11]([F:10])([F:38])[C:12]1[CH:13]=[N:14][N:15]([C:17]2[CH:22]=[CH:21][C:20]([NH:23][CH:24]([C:28]3[CH:29]=[CH:30][C:31]([C:32]([NH:2][CH2:3][CH2:4][C:5]([O:7][CH2:8][CH3:9])=[O:6])=[O:33])=[CH:35][CH:36]=3)[CH2:25][CH2:26][CH3:27])=[CH:19][CH:18]=2)[CH:16]=1. The yield is 0.850.